Dataset: Reaction yield outcomes from USPTO patents with 853,638 reactions. Task: Predict the reaction yield, written as a fraction of the theoretical maximum amount of product (1.0 means a 100% yield; for example, 0.34 means a 34% yield). (1) The reactants are [CH3:1][C:2]1[N:7]=[CH:6][C:5]([CH2:8][C:9]2[C:10](=[O:17])[N:11]=[C:12](SC)[NH:13][CH:14]=2)=[CH:4][N:3]=1.[NH2:18][CH2:19][CH2:20][C:21]1[CH:22]=[CH:23][C:24]([O:29][C:30]2[CH:35]=[CH:34][C:33]([Cl:36])=[C:32]([C:37]([F:40])([F:39])[F:38])[CH:31]=2)=[C:25]([CH:28]=1)[C:26]#[N:27]. No catalyst specified. The product is [Cl:36][C:33]1[CH:34]=[CH:35][C:30]([O:29][C:24]2[CH:23]=[CH:22][C:21]([CH2:20][CH2:19][NH:18][C:12]3[NH:13][CH:14]=[C:9]([CH2:8][C:5]4[CH:4]=[N:3][C:2]([CH3:1])=[N:7][CH:6]=4)[C:10](=[O:17])[N:11]=3)=[CH:28][C:25]=2[C:26]#[N:27])=[CH:31][C:32]=1[C:37]([F:38])([F:39])[F:40]. The yield is 0.297. (2) The reactants are [F:1][C:2]1[CH:3]=[C:4]2[C:8](=[CH:9][C:10]=1[CH3:11])[N:7]([CH:12]1[CH2:17][CH2:16][N:15]([C:18]3([CH3:23])[CH2:22][CH2:21][NH:20][CH2:19]3)[CH2:14][CH2:13]1)[C:6](=[O:24])[CH2:5]2.[C:25](Cl)(=[O:29])[O:26][CH2:27][CH3:28]. The yield is 0.930. The product is [F:1][C:2]1[CH:3]=[C:4]2[C:8](=[CH:9][C:10]=1[CH3:11])[N:7]([CH:12]1[CH2:13][CH2:14][N:15]([C:18]3([CH3:23])[CH2:22][CH2:21][N:20]([C:25]([O:26][CH2:27][CH3:28])=[O:29])[CH2:19]3)[CH2:16][CH2:17]1)[C:6](=[O:24])[CH2:5]2. No catalyst specified. (3) The reactants are [CH3:1][O:2][C:3]1[CH:4]=[C:5]2[C:9](=[C:10]([CH3:12])[CH:11]=1)[NH:8][CH:7]=[C:6]2[CH:13]1[CH2:18][CH2:17][N:16]([CH3:19])[CH2:15][CH2:14]1.[H-].[K+].[CH2:22]1OCCOCCOCCOCCOCCO[CH2:23]1.ICC. The product is [CH2:22]([N:8]1[C:9]2[C:5](=[CH:4][C:3]([O:2][CH3:1])=[CH:11][C:10]=2[CH3:12])[C:6]([CH:13]2[CH2:14][CH2:15][N:16]([CH3:19])[CH2:17][CH2:18]2)=[CH:7]1)[CH3:23]. The catalyst is C1COCC1. The yield is 0.700. (4) The reactants are [NH2:1][C:2]1[CH:3]=[CH:4][C:5]2[S:9][C:8]([CH3:10])=[N:7][C:6]=2[CH:11]=1.[C:12]1([N:18]2[C:28]3[C:23](=[CH:24][CH:25]=[CH:26][CH:27]=3)[C:21](=O)[C:19]2=[O:20])[CH:17]=[CH:16][CH:15]=[CH:14][CH:13]=1. No catalyst specified. The product is [CH3:10][C:8]1[S:9][C:5]2[CH:4]=[CH:3][C:2]([N:1]=[C:21]3[C:23]4[C:28](=[CH:27][CH:26]=[CH:25][CH:24]=4)[N:18]([C:12]4[CH:13]=[CH:14][CH:15]=[CH:16][CH:17]=4)[C:19]3=[O:20])=[CH:11][C:6]=2[N:7]=1. The yield is 0.323. (5) The reactants are [SH:1][C:2]1[S:3][C:4]2[CH2:14][CH2:13][C:12]3[C:7](=[CH:8][CH:9]=[CH:10][C:11]=3[O:15][CH2:16][C:17]([O:19]CC)=[O:18])[C:5]=2[N:6]=1.[CH2:22](Br)[C:23]1[CH:28]=[CH:27][CH:26]=[CH:25][CH:24]=1. No catalyst specified. The product is [CH2:22]([S:1][C:2]1[S:3][C:4]2[CH2:14][CH2:13][C:12]3[C:7](=[CH:8][CH:9]=[CH:10][C:11]=3[O:15][CH2:16][C:17]([OH:19])=[O:18])[C:5]=2[N:6]=1)[C:23]1[CH:28]=[CH:27][CH:26]=[CH:25][CH:24]=1. The yield is 0.440. (6) The reactants are Cl.Cl.[CH2:3]([O:5][C:6](=[O:12])[CH2:7][NH:8][CH2:9][CH2:10][NH2:11])[CH3:4].C(N(CC)CC)C.[S:20]1[C:24]2[CH:25]=[CH:26][CH:27]=[CH:28][C:23]=2[N:22]=[C:21]1[S:29](Cl)(=[O:31])=[O:30]. The catalyst is ClCCl. The product is [CH2:3]([O:5][C:6](=[O:12])[CH2:7][NH:8][CH2:9][CH2:10][NH:11][S:29]([C:21]1[S:20][C:24]2[CH:25]=[CH:26][CH:27]=[CH:28][C:23]=2[N:22]=1)(=[O:30])=[O:31])[CH3:4]. The yield is 0.920. (7) The product is [ClH:35].[CH3:1][O:2][C:3]1[CH:8]=[CH:7][C:6]([C:9]2[C:13]3[CH2:14][C:15]4[S:16][C:17]([C:20]5[CH:21]=[C:22]([NH2:26])[CH:23]=[N:24][CH:25]=5)=[CH:18][C:19]=4[C:12]=3[NH:11][N:10]=2)=[CH:5][CH:4]=1. The catalyst is CO. The yield is 0.710. The reactants are [CH3:1][O:2][C:3]1[CH:8]=[CH:7][C:6]([C:9]2[C:13]3[CH2:14][C:15]4[S:16][C:17]([C:20]5[CH:21]=[C:22]([NH2:26])[CH:23]=[N:24][CH:25]=5)=[CH:18][C:19]=4[C:12]=3[N:11](COCC[Si](C)(C)C)[N:10]=2)=[CH:5][CH:4]=1.[ClH:35].